This data is from Reaction yield outcomes from USPTO patents with 853,638 reactions. The task is: Predict the reaction yield, written as a fraction of the theoretical maximum amount of product (1.0 means a 100% yield; for example, 0.34 means a 34% yield). (1) The reactants are [NH:1]1[CH2:6][CH2:5][O:4][CH2:3][CH2:2]1.[C:7](=[S:9])=[S:8].[OH-].[Na+].S(OC)(O[CH3:16])(=O)=O. The catalyst is O. The product is [N:1]1([C:7]([S:9][CH3:16])=[S:8])[CH2:6][CH2:5][O:4][CH2:3][CH2:2]1. The yield is 0.880. (2) The reactants are [NH2:1][C:2]1[C:3]([CH3:9])=[C:4]([OH:8])[CH:5]=[CH:6][CH:7]=1.[C:10]([O:14][C:15](=O)[O:16]C(C)(C)C)([CH3:13])([CH3:12])[CH3:11]. The catalyst is C1COCC1. The product is [C:10]([O:14][C:15]([NH:1][C:2]1[C:3]([CH3:9])=[C:4]([OH:8])[CH:5]=[CH:6][CH:7]=1)=[O:16])([CH3:13])([CH3:12])[CH3:11]. The yield is 0.690.